This data is from Reaction yield outcomes from USPTO patents with 853,638 reactions. The task is: Predict the reaction yield, written as a fraction of the theoretical maximum amount of product (1.0 means a 100% yield; for example, 0.34 means a 34% yield). The reactants are [C:1]([NH:4][NH2:5])(N)=[NH:2].Cl.[CH:7]1([C:10]2[C:19]3[C:14](=[CH:15][CH:16]=[CH:17][CH:18]=3)[C:13]([N:20]=[C:21]=[S:22])=[CH:12][CH:11]=2)[CH2:9][CH2:8]1.C(N(C(C)C)CC)(C)C. The catalyst is CN(C=O)C. The product is [NH2:2][C:1]1[N:20]([C:13]2[C:14]3[C:19](=[CH:18][CH:17]=[CH:16][CH:15]=3)[C:10]([CH:7]3[CH2:9][CH2:8]3)=[CH:11][CH:12]=2)[C:21]([SH:22])=[N:5][N:4]=1. The yield is 0.490.